Dataset: HIV replication inhibition screening data with 41,000+ compounds from the AIDS Antiviral Screen. Task: Binary Classification. Given a drug SMILES string, predict its activity (active/inactive) in a high-throughput screening assay against a specified biological target. (1) The molecule is O=C(NN=Cc1ccncc1)c1ccncc1. The result is 0 (inactive). (2) The compound is NC(=S)Nc1ccc2c(c1)oc1ccccc12. The result is 0 (inactive). (3) The molecule is CCCC[Sn]1(CCCC)OCC(C)O1. The result is 0 (inactive). (4) The molecule is Nc1nc(O)c2ncn(C3C=CC(COS(N)(=O)=O)C3)c2n1. The result is 0 (inactive). (5) The result is 0 (inactive). The drug is O=C1CC(c2ccc(O)cc2)Oc2cc(O)cc(O)c21.